From a dataset of Reaction yield outcomes from USPTO patents with 853,638 reactions. Predict the reaction yield, written as a fraction of the theoretical maximum amount of product (1.0 means a 100% yield; for example, 0.34 means a 34% yield). (1) The reactants are [Li+].[OH-].C([O:5][C:6](=[O:18])[C:7]1[CH:12]=[CH:11][C:10]([N:13]2[CH2:17][CH2:16][CH2:15][CH2:14]2)=[N:9][CH:8]=1)C. The catalyst is C1COCC1.CO.O. The product is [N:13]1([C:10]2[CH:11]=[CH:12][C:7]([C:6]([OH:18])=[O:5])=[CH:8][N:9]=2)[CH2:14][CH2:15][CH2:16][CH2:17]1. The yield is 0.840. (2) The reactants are [F:1][C:2]1[CH:7]=[C:6]([F:8])[C:5]([F:9])=[CH:4][C:3]=1[C:10](=[O:18])[CH2:11]C1C=CC=CC=1.[Br:19]Br. The catalyst is C(Cl)Cl. The product is [Br:19][CH2:11][C:10]([C:3]1[CH:4]=[C:5]([F:9])[C:6]([F:8])=[CH:7][C:2]=1[F:1])=[O:18]. The yield is 0.970. (3) The reactants are [CH:1]1([C@H:5]([NH:13][C:14]([C:16]2[C:21]([CH3:22])=[CH:20][C:19](=[O:23])[N:18]([NH2:24])[C:17]=2[CH3:25])=[O:15])[C:6]2[CH:11]=[CH:10][CH:9]=[C:8]([F:12])[CH:7]=2)[CH2:4][CH2:3][CH2:2]1.[CH:26](=O)[CH2:27][CH3:28].C(O)(=O)C.C([BH3-])#N.[Na+]. The catalyst is CO. The product is [CH:1]1([C@H:5]([NH:13][C:14]([C:16]2[C:21]([CH3:22])=[CH:20][C:19](=[O:23])[N:18]([NH:24][CH2:26][CH2:27][CH3:28])[C:17]=2[CH3:25])=[O:15])[C:6]2[CH:11]=[CH:10][CH:9]=[C:8]([F:12])[CH:7]=2)[CH2:4][CH2:3][CH2:2]1. The yield is 0.340. (4) The reactants are [NH2:1][C:2]1([CH2:7][NH:8][CH:9]2[CH:16]3[CH2:17][C:12]4([OH:20])[CH2:13][C:14]([OH:19])([CH2:18][CH:10]2[CH2:11]4)[CH2:15]3)[CH2:6][CH2:5][CH2:4][CH2:3]1.C(N(CC)C(C)C)(C)C.Cl[C:31](Cl)([O:33]C(=O)OC(Cl)(Cl)Cl)Cl.C([O-])(O)=O.[Na+]. The catalyst is C(Cl)Cl.C1COCC1. The product is [OH:19][C:14]12[CH2:15][CH:16]3[CH2:17][C:12]([OH:20])([CH2:11][CH:10]([CH:9]3[N:8]3[CH2:7][C:2]4([CH2:6][CH2:5][CH2:4][CH2:3]4)[NH:1][C:31]3=[O:33])[CH2:18]1)[CH2:13]2. The yield is 0.370.